The task is: Predict the reaction yield, written as a fraction of the theoretical maximum amount of product (1.0 means a 100% yield; for example, 0.34 means a 34% yield).. This data is from Reaction yield outcomes from USPTO patents with 853,638 reactions. (1) The reactants are [CH3:1][N:2]([CH3:46])[C:3]([C:5]1[CH:10]=[CH:9][C:8]([NH:11][C:12](=[O:45])[NH:13][C:14]2[CH:19]=[CH:18][C:17]([C:20]3[N:29]=[C:28]([N:30]4[CH2:35][CH2:34][O:33][CH2:32][CH2:31]4)[C:27]4[C:22](=[CH:23][C:24]([C:36]5[O:40][C:39]([C:41]([O:43]C)=[O:42])=[CH:38][CH:37]=5)=[CH:25][CH:26]=4)[N:21]=3)=[CH:16][CH:15]=2)=[CH:7][CH:6]=1)=[O:4].O.[OH-].[Li+]. The catalyst is CO.C1COCC1.O. The product is [CH3:1][N:2]([CH3:46])[C:3]([C:5]1[CH:6]=[CH:7][C:8]([NH:11][C:12](=[O:45])[NH:13][C:14]2[CH:15]=[CH:16][C:17]([C:20]3[N:29]=[C:28]([N:30]4[CH2:35][CH2:34][O:33][CH2:32][CH2:31]4)[C:27]4[C:22](=[CH:23][C:24]([C:36]5[O:40][C:39]([C:41]([OH:43])=[O:42])=[CH:38][CH:37]=5)=[CH:25][CH:26]=4)[N:21]=3)=[CH:18][CH:19]=2)=[CH:9][CH:10]=1)=[O:4]. The yield is 0.610. (2) The reactants are [OH-].[Li+].[NH2:3][C:4]1[C:5]2[C:13](=[O:14])[N:12]([C:15]3[CH:20]=[CH:19][C:18]([C:21]([CH3:27])([CH3:26])[C:22]([O:24]C)=[O:23])=[CH:17][CH:16]=3)[CH2:11][CH2:10][C:6]=2[N:7]=[CH:8][N:9]=1.C(O)(=O)CC(CC(O)=O)(C(O)=O)O. The catalyst is O.O1CCOCC1. The product is [NH2:3][C:4]1[C:5]2[C:13](=[O:14])[N:12]([C:15]3[CH:16]=[CH:17][C:18]([C:21]([CH3:27])([CH3:26])[C:22]([OH:24])=[O:23])=[CH:19][CH:20]=3)[CH2:11][CH2:10][C:6]=2[N:7]=[CH:8][N:9]=1. The yield is 0.740. (3) The reactants are [C:1]([O:5][C:6]([N:8]1[CH2:13][CH2:12][CH:11]([CH2:14][CH2:15][CH2:16][C:17]#[N:18])[CH2:10][CH2:9]1)=[O:7])([CH3:4])([CH3:3])[CH3:2].O.[OH-].[Li+]. The catalyst is O1CCOCC1.O.[Ni]. The product is [C:1]([O:5][C:6]([N:8]1[CH2:13][CH2:12][CH:11]([CH2:14][CH2:15][CH2:16][CH2:17][NH2:18])[CH2:10][CH2:9]1)=[O:7])([CH3:4])([CH3:3])[CH3:2]. The yield is 0.540. (4) The reactants are [Cl:1][C:2]1[CH:7]=[C:6]([C:8]2[C:9]([C:13]3[S:14][C:15]([Cl:18])=[CH:16][CH:17]=3)=[N:10][NH:11][CH:12]=2)[CH:5]=[CH:4][N:3]=1.C(=O)([O-])[O-].[Cs+].[Cs+].ClC1[CH:31]=[C:30]([C:32]2C(C3SC(Cl)=CC=3)=NN(CC(C)C)C=2)[CH:29]=CN=1. The catalyst is CN(C)C=O. The product is [Cl:1][C:2]1[CH:7]=[C:6]([C:8]2[CH:12]=[N:11][N:10]([CH2:29][CH:30]([CH3:32])[CH3:31])[C:9]=2[C:13]2[S:14][C:15]([Cl:18])=[CH:16][CH:17]=2)[CH:5]=[CH:4][N:3]=1. The yield is 0.880. (5) The reactants are [Cl:1][C:2]1[C:3]([O:10][C:11]2[CH:19]=[CH:18][C:14]([C:15]([NH2:17])=[O:16])=[CH:13][CH:12]=2)=[N:4][CH:5]=[C:6]([CH:8]=O)[CH:7]=1.[Cl:20][C:21]1[CH:22]=[C:23]([CH2:27][CH2:28][NH2:29])[CH:24]=[CH:25][CH:26]=1. No catalyst specified. The product is [Cl:1][C:2]1[C:3]([O:10][C:11]2[CH:19]=[CH:18][C:14]([C:15]([NH2:17])=[O:16])=[CH:13][CH:12]=2)=[N:4][CH:5]=[C:6]([CH2:8][NH:29][CH2:28][CH2:27][C:23]2[CH:24]=[CH:25][CH:26]=[C:21]([Cl:20])[CH:22]=2)[CH:7]=1. The yield is 0.360.